Dataset: Catalyst prediction with 721,799 reactions and 888 catalyst types from USPTO. Task: Predict which catalyst facilitates the given reaction. (1) Reactant: C[O:2][C:3](=O)[C:4]1[CH:9]=[CH:8][C:7]([C:10]#[C:11][Si:12]([CH3:15])([CH3:14])[CH3:13])=[CH:6][CH:5]=1.[H-].[H-].[H-].[H-].[Li+].[Al+3]. Product: [CH3:13][Si:12]([C:11]#[C:10][C:7]1[CH:6]=[CH:5][C:4]([CH2:3][OH:2])=[CH:9][CH:8]=1)([CH3:14])[CH3:15]. The catalyst class is: 1. (2) Reactant: [CH3:1][C:2]1[C:6]2[CH:7]=[CH:8][CH:9]=[CH:10][C:5]=2[O:4][C:3]=1[CH:11]=[N:12][S:13]([C:16]1[CH:26]=[CH:25][C:19]2[O:20][CH2:21][CH2:22][CH2:23][O:24][C:18]=2[CH:17]=1)(=[O:15])=[O:14].O1CCCC1.Br[Mg][C:34]1[CH:39]=[CH:38][CH:37]=[CH:36][C:35]=1[CH3:40].C(OCC)C. Product: [CH3:1][C:2]1[C:6]2[CH:7]=[CH:8][CH:9]=[CH:10][C:5]=2[O:4][C:3]=1[CH:11]([C:34]1[CH:39]=[CH:38][CH:37]=[CH:36][C:35]=1[CH3:40])[NH:12][S:13]([C:16]1[CH:26]=[CH:25][C:19]2[O:20][CH2:21][CH2:22][CH2:23][O:24][C:18]=2[CH:17]=1)(=[O:14])=[O:15]. The catalyst class is: 5.